From a dataset of Reaction yield outcomes from USPTO patents with 853,638 reactions. Predict the reaction yield, written as a fraction of the theoretical maximum amount of product (1.0 means a 100% yield; for example, 0.34 means a 34% yield). (1) The reactants are [F:1][C:2]1[C:3]([CH:11]=[O:12])=[CH:4][C:5]2[O:9][CH2:8][O:7][C:6]=2[CH:10]=1.[BH4-].[Na+]. The catalyst is CO.CCOC(C)=O. The product is [F:1][C:2]1[C:3]([CH2:11][OH:12])=[CH:4][C:5]2[O:9][CH2:8][O:7][C:6]=2[CH:10]=1. The yield is 0.920. (2) The reactants are Br[C:2]1[CH:7]=[C:6]([O:8][C:9]([F:12])([F:11])[F:10])[CH:5]=[CH:4][C:3]=1[O:13][CH3:14].[C:15]1([CH3:22])[C:20]([OH:21])=[CH:19][CH:18]=[CH:17][CH:16]=1. No catalyst specified. The product is [CH3:14][O:13][C:3]1[CH:4]=[CH:5][C:6]([O:8][C:9]([F:12])([F:11])[F:10])=[CH:7][C:2]=1[O:21][C:20]1[CH:19]=[CH:18][CH:17]=[CH:16][C:15]=1[CH3:22]. The yield is 0.590. (3) The reactants are [NH2:1][C:2]1[C:3]([O:9][CH3:10])=[N:4][CH:5]=[C:6]([Br:8])[CH:7]=1.N1C=CC=CC=1.[C:17]1([S:23](Cl)(=[O:25])=[O:24])[CH:22]=[CH:21][CH:20]=[CH:19][CH:18]=1. The catalyst is C(Cl)Cl. The product is [Br:8][C:6]1[CH:7]=[C:2]([NH:1][S:23]([C:17]2[CH:22]=[CH:21][CH:20]=[CH:19][CH:18]=2)(=[O:25])=[O:24])[C:3]([O:9][CH3:10])=[N:4][CH:5]=1. The yield is 0.640. (4) The reactants are [CH2:1]([NH:4][C:5]1[N:10]=[C:9]([NH:11][CH2:12][CH2:13][CH3:14])[N:8]=[C:7]([N:15]([CH3:18])[O:16][CH3:17])[N:6]=1)[CH2:2][CH3:3].C(ONC)[C:20]1[CH:25]=[CH:24][CH:23]=[CH:22][CH:21]=1. No catalyst specified. The product is [CH2:17]([O:16][N:15]([C:7]1[N:6]=[C:5]([NH:4][CH2:1][CH2:2][CH3:3])[N:10]=[C:9]([NH:11][CH2:12][CH2:13][CH3:14])[N:8]=1)[CH3:18])[C:20]1[CH:25]=[CH:24][CH:23]=[CH:22][CH:21]=1. The yield is 0.290. (5) The reactants are [Br:1][C:2]1[CH:3]=[C:4]([NH:18][C:19]2[CH:20]=[N:21][CH:22]=[CH:23][CH:24]=2)[CH:5]=[C:6]([O:8]CC2C=CC(OC)=CC=2)[CH:7]=1.C1(SC)C=CC=CC=1.FC(F)(F)C(O)=O. The catalyst is O. The product is [Br:1][C:2]1[CH:7]=[C:6]([OH:8])[CH:5]=[C:4]([NH:18][C:19]2[CH:20]=[N:21][CH:22]=[CH:23][CH:24]=2)[CH:3]=1. The yield is 0.500. (6) The reactants are [I:1][C:2]1[C:7]([OH:8])=[CH:6][CH:5]=[C:4]([I:9])[N:3]=1.Cl[CH2:11][O:12][CH3:13].[H-].[Na+]. The catalyst is CN(C=O)C. The product is [I:1][C:2]1[C:7]([O:8][CH2:11][O:12][CH3:13])=[CH:6][CH:5]=[C:4]([I:9])[N:3]=1. The yield is 0.970. (7) The reactants are Cl.[NH2:2][CH2:3][C:4]1[CH:12]=[CH:11][CH:10]=[C:9]2[C:5]=1[C:6](=[O:22])[N:7]([CH:14]1[CH2:19][CH2:18][C:17](=[O:20])[NH:16][C:15]1=[O:21])[C:8]2=[O:13].C(N(C(C)C)CC)(C)C.[F:32][C:33]([F:45])([F:44])[O:34][C:35]1[CH:43]=[CH:42][C:38]([C:39](Cl)=[O:40])=[CH:37][CH:36]=1. The catalyst is C(Cl)Cl. The product is [O:21]=[C:15]1[CH:14]([N:7]2[C:6](=[O:22])[C:5]3[C:9](=[CH:10][CH:11]=[CH:12][C:4]=3[CH2:3][NH:2][C:39](=[O:40])[C:38]3[CH:42]=[CH:43][C:35]([O:34][C:33]([F:32])([F:44])[F:45])=[CH:36][CH:37]=3)[C:8]2=[O:13])[CH2:19][CH2:18][C:17](=[O:20])[NH:16]1. The yield is 0.780. (8) The reactants are [OH:1][CH:2]1[CH2:7][CH2:6][N:5]([C:8]2[CH:18]=[CH:17][C:11]([C:12]([O:14][CH2:15][CH3:16])=[O:13])=[CH:10][CH:9]=2)[CH2:4][CH2:3]1.CCN(CC)CC.[CH3:26][S:27](Cl)(=[O:29])=[O:28]. The catalyst is C(Cl)Cl. The product is [CH3:26][S:27]([O:1][CH:2]1[CH2:7][CH2:6][N:5]([C:8]2[CH:18]=[CH:17][C:11]([C:12]([O:14][CH2:15][CH3:16])=[O:13])=[CH:10][CH:9]=2)[CH2:4][CH2:3]1)(=[O:29])=[O:28]. The yield is 1.00. (9) The reactants are Cl.[I:2][C:3]1[CH:8]=[CH:7][CH:6]=[CH:5][C:4]=1[NH:9]N.[NH:11]1[CH2:16][CH2:15][C:14](=O)[CH2:13][CH2:12]1.Cl. The catalyst is FC(F)(F)CO. The product is [I:2][C:3]1[C:4]2[NH:9][C:14]3[CH2:15][CH2:16][NH:11][CH2:12][C:13]=3[C:5]=2[CH:6]=[CH:7][CH:8]=1. The yield is 0.690.